This data is from Peptide-MHC class I binding affinity with 185,985 pairs from IEDB/IMGT. The task is: Regression. Given a peptide amino acid sequence and an MHC pseudo amino acid sequence, predict their binding affinity value. This is MHC class I binding data. The peptide sequence is TRKIRSEEL. The MHC is HLA-A02:01 with pseudo-sequence HLA-A02:01. The binding affinity (normalized) is 0.0847.